Dataset: Catalyst prediction with 721,799 reactions and 888 catalyst types from USPTO. Task: Predict which catalyst facilitates the given reaction. (1) Reactant: Cl.Cl.[CH:3]1([NH:8][C:9]2[N:14]=[C:13]([C:15]3[C:16]([C:25]4[CH:30]=[CH:29][C:28]([F:31])=[CH:27][CH:26]=4)=[N:17][N:18]4[CH:23]=[C:22]([NH2:24])[CH:21]=[CH:20][C:19]=34)[CH:12]=[CH:11][N:10]=2)[CH2:7][CH2:6][CH2:5][CH2:4]1.[C:32]1(=O)[CH2:36][CH2:35][CH2:34][CH2:33]1.C(O)(=O)C.C(O[BH-](OC(=O)C)OC(=O)C)(=O)C.[Na+]. Product: [CH:32]1([NH:24][C:22]2[CH:21]=[CH:20][C:19]3[N:18]([N:17]=[C:16]([C:25]4[CH:26]=[CH:27][C:28]([F:31])=[CH:29][CH:30]=4)[C:15]=3[C:13]3[CH:12]=[CH:11][N:10]=[C:9]([NH:8][CH:3]4[CH2:7][CH2:6][CH2:5][CH2:4]4)[N:14]=3)[CH:23]=2)[CH2:36][CH2:35][CH2:34][CH2:33]1. The catalyst class is: 26. (2) Reactant: [C:1]1(C[Mg]Br)[CH2:5]C[CH2:3][CH:2]=1.[CH3:9][N:10]([CH3:24])[C:11]1([C:22]#N)[CH2:21][CH2:20][C:14]2([C:18](=[O:19])[NH:17][CH2:16][CH2:15]2)[CH2:13][CH2:12]1.[Cl-].[NH4+].O. Product: [C:22]1([C:11]2([N:10]([CH3:9])[CH3:24])[CH2:12][CH2:13][C:14]3([C:18](=[O:19])[NH:17][CH2:16][CH2:15]3)[CH2:20][CH2:21]2)[CH2:3][CH2:2][CH2:1][CH:5]=1. The catalyst class is: 7.